This data is from Full USPTO retrosynthesis dataset with 1.9M reactions from patents (1976-2016). The task is: Predict the reactants needed to synthesize the given product. (1) Given the product [CH3:1][O:2][C:3]1[C:10]([O:11][CH3:12])=[C:9]([O:13][CH3:14])[CH:8]=[CH:7][C:4]=1[OH:15], predict the reactants needed to synthesize it. The reactants are: [CH3:1][O:2][C:3]1[C:10]([O:11][CH3:12])=[C:9]([O:13][CH3:14])[CH:8]=[CH:7][C:4]=1C=O.[OH:15]O. (2) Given the product [Cl:17][C:14]1[CH:15]=[CH:16][C:11]([N:8]2[C:9]([CH3:10])=[C:5]([C:3](=[O:4])[CH2:2][N:19]3[CH2:24][CH2:23][CH2:22][CH2:21][CH2:20]3)[C:6]([CH3:18])=[N:7]2)=[CH:12][CH:13]=1, predict the reactants needed to synthesize it. The reactants are: Cl[CH2:2][C:3]([C:5]1[C:6]([CH3:18])=[N:7][N:8]([C:11]2[CH:16]=[CH:15][C:14]([Cl:17])=[CH:13][CH:12]=2)[C:9]=1[CH3:10])=[O:4].[NH:19]1[CH2:24][CH2:23][CH2:22][CH2:21][CH2:20]1.